This data is from CYP2D6 inhibition data for predicting drug metabolism from PubChem BioAssay. The task is: Regression/Classification. Given a drug SMILES string, predict its absorption, distribution, metabolism, or excretion properties. Task type varies by dataset: regression for continuous measurements (e.g., permeability, clearance, half-life) or binary classification for categorical outcomes (e.g., BBB penetration, CYP inhibition). Dataset: cyp2d6_veith. (1) The drug is CN1CCN(c2ncc3ncc(=O)n(Cc4ccc(F)cc4)c3n2)CC1. The result is 0 (non-inhibitor). (2) The compound is CN1C(=O)/C(=C\c2ccccc2)Sc2ccc(C(=O)N3CCN(c4ccccn4)CC3)cc21. The result is 0 (non-inhibitor). (3) The compound is COc1ccccc1CNc1cc(-c2ccccc2Cl)ncn1. The result is 1 (inhibitor).